Task: Predict the product of the given reaction.. Dataset: Forward reaction prediction with 1.9M reactions from USPTO patents (1976-2016) (1) Given the reactants [C:1]([OH:6])(=[O:5])[C:2]([CH3:4])=[CH2:3].[C:7]([OH:12])(=[O:11])[C:8]([CH3:10])=[CH2:9].NC(O[CH2:17][CH3:18])=O.C(OCCO)(=O)C(C)=C.CC(C)(CC(C)CCN=C=O)CN=C=O.C12(C)C(C)(C)C(CC1)C(=O)C2=O.C(OC(=O)C1C=CC(N(C)C)=CC=1)C.[P:69](O)([OH:103])([O:71]CCCCCCCCCCOC(=O)C(C12CC1CC(C(OCC)=O)(C(OCC)=O)C2)=C)=[O:70].[CH3:105][CH:106]([CH2:121][C:122]([CH2:125][NH:126][C:127]([O:129][CH2:130][CH2:131]OC(C(C)=C)=O)=[O:128])([CH3:124])[CH3:123])[CH2:107][CH2:108][NH:109][C:110]([O:112][CH2:113][CH2:114]OC(C(C)=C)=O)=[O:111], predict the reaction product. The product is: [CH2:17]([O:5][C:1](=[O:6])[C:2]([CH2:4][O:12][CH2:7][CH2:8][P:69]([OH:103])([OH:71])=[O:70])=[CH2:3])[CH3:18].[CH3:105][CH:106]([CH2:121][C:122]([CH2:125][NH:126][C:127]([O:129][CH2:130][CH2:131][O:11][C:7]([C:8]([CH3:10])=[CH2:9])=[O:12])=[O:128])([CH3:124])[CH3:123])[CH2:107][CH2:108][NH:109][C:110]([O:112][CH2:113][CH2:114][O:5][C:1]([C:2]([CH3:4])=[CH2:3])=[O:6])=[O:111]. (2) Given the reactants [NH2:1][C:2]1[CH:3]=[CH:4][C:5]([C:8](=[O:10])[CH3:9])=[N:6][CH:7]=1.CCN(C(C)C)C(C)C.Cl[C:21]1[N:26]=[C:25]([Cl:27])[C:24]([C:28]([F:31])([F:30])[F:29])=[CH:23][N:22]=1, predict the reaction product. The product is: [Cl:27][C:25]1[C:24]([C:28]([F:30])([F:29])[F:31])=[CH:23][N:22]=[C:21]([NH:1][C:2]2[CH:3]=[CH:4][C:5]([C:8](=[O:10])[CH3:9])=[N:6][CH:7]=2)[N:26]=1.